Predict the product of the given reaction. From a dataset of Forward reaction prediction with 1.9M reactions from USPTO patents (1976-2016). (1) The product is: [F:15][C:16]1[CH:17]=[C:18]([C:23]2[O:27][N:26]=[C:25]([C:28]([N:10]3[CH2:9][C@H:8]([CH2:11][CH2:12][CH3:13])[NH:7][C:6](=[O:14])[C@@H:5]3[CH2:1][CH:2]([CH3:4])[CH3:3])=[O:29])[CH:24]=2)[CH:19]=[CH:20][C:21]=1[F:22]. Given the reactants [CH2:1]([C@@H:5]1[NH:10][CH2:9][C@H:8]([CH2:11][CH2:12][CH3:13])[NH:7][C:6]1=[O:14])[CH:2]([CH3:4])[CH3:3].[F:15][C:16]1[CH:17]=[C:18]([C:23]2[O:27][N:26]=[C:25]([C:28](O)=[O:29])[CH:24]=2)[CH:19]=[CH:20][C:21]=1[F:22].C([C@@H]1N(C(=O)/C=C/C2C=CC=CC=2)C[C@H](CC(C)C)NC1=O)C(C)C, predict the reaction product. (2) Given the reactants [Cl:1][C:2]1[CH:3]=[C:4]([CH2:14][N:15]2[C:19]([CH3:20])=[CH:18][C:17]([NH2:21])=[N:16]2)[C:5]2[O:9][C:8]([CH:10]([CH3:12])[CH3:11])=[CH:7][C:6]=2[CH:13]=1.CCN=C=NCCCN(C)C.C1C=CC2N(O)N=NC=2C=1.[CH3:43][O:44][C:45]([C:47]1[CH:55]=[CH:54][C:50]([C:51](O)=[O:52])=[CH:49][CH:48]=1)=[O:46], predict the reaction product. The product is: [Cl:1][C:2]1[CH:3]=[C:4]([CH2:14][N:15]2[C:19]([CH3:20])=[CH:18][C:17]([NH:21][C:51]([C:50]3[CH:54]=[CH:55][C:47]([C:45]([O:44][CH3:43])=[O:46])=[CH:48][CH:49]=3)=[O:52])=[N:16]2)[C:5]2[O:9][C:8]([CH:10]([CH3:12])[CH3:11])=[CH:7][C:6]=2[CH:13]=1. (3) Given the reactants Cl[C:2]1[N:7]=[C:6]([N:8]2[CH2:13][CH2:12][N:11]([C:14]([O:16][C:17]([CH3:20])([CH3:19])[CH3:18])=[O:15])[CH2:10][CH2:9]2)[CH:5]=[N:4][CH:3]=1.[C:21]1(B(O)O)[CH:26]=[CH:25][CH:24]=[CH:23][CH:22]=1.P([O-])([O-])([O-])=O.[K+].[K+].[K+], predict the reaction product. The product is: [C:21]1([C:2]2[N:7]=[C:6]([N:8]3[CH2:13][CH2:12][N:11]([C:14]([O:16][C:17]([CH3:20])([CH3:19])[CH3:18])=[O:15])[CH2:10][CH2:9]3)[CH:5]=[N:4][CH:3]=2)[CH:26]=[CH:25][CH:24]=[CH:23][CH:22]=1. (4) Given the reactants Br[C:2]1[CH:3]=[C:4]([Cl:25])[C:5]([C:8]([F:24])([F:23])[CH2:9][NH:10][C:11](=[O:22])[C:12]2[CH:17]=[CH:16][CH:15]=[CH:14][C:13]=2[C:18]([F:21])([F:20])[F:19])=[N:6][CH:7]=1.[Cl:26][C:27]1[CH:32]=[CH:31][C:30](B(O)O)=[CH:29][CH:28]=1.C(=O)([O-])[O-].[Cs+].[Cs+], predict the reaction product. The product is: [Cl:25][C:4]1[C:5]([C:8]([F:24])([F:23])[CH2:9][NH:10][C:11](=[O:22])[C:12]2[CH:17]=[CH:16][CH:15]=[CH:14][C:13]=2[C:18]([F:21])([F:20])[F:19])=[N:6][CH:7]=[C:2]([C:30]2[CH:31]=[CH:32][C:27]([Cl:26])=[CH:28][CH:29]=2)[CH:3]=1. (5) Given the reactants Cl[C:2]1[N:3]=[C:4]([OH:12])[C:5]2[CH:11]=[CH:10][N:9]=[CH:8][C:6]=2[N:7]=1.[CH3:13][O:14][CH:15]([C:17]1[CH:22]=[CH:21][C:20]([N:23]([CH3:31])[C:24]2[CH:29]=[CH:28][C:27]([OH:30])=[CH:26][CH:25]=2)=[CH:19][CH:18]=1)[CH3:16], predict the reaction product. The product is: [CH3:13][O:14][CH:15]([C:17]1[CH:22]=[CH:21][C:20]([N:23]([CH3:31])[C:24]2[CH:25]=[CH:26][C:27]([O:30][C:2]3[N:3]=[C:4]([OH:12])[C:5]4[CH:11]=[CH:10][N:9]=[CH:8][C:6]=4[N:7]=3)=[CH:28][CH:29]=2)=[CH:19][CH:18]=1)[CH3:16]. (6) Given the reactants [F:1][C:2]([F:24])([F:23])[C:3]([NH:5][CH2:6][C:7]1([CH3:22])[CH2:12][O:11][CH:10]([C:13]2[N:17]([CH3:18])[N:16]=[CH:15][C:14]=2[N+:19]([O-])=O)[O:9][CH2:8]1)=[O:4].C([O-])=O.[NH4+].[NH2:29][C:30]1[S:34][C:33]([C:35]2[C:40]([F:41])=[CH:39][CH:38]=[CH:37][C:36]=2[F:42])=[N:32][C:31]=1[C:43](O)=[O:44].CN1CCOCC1.CCCP(=O)=O, predict the reaction product. The product is: [NH2:29][C:30]1[S:34][C:33]([C:35]2[C:40]([F:41])=[CH:39][CH:38]=[CH:37][C:36]=2[F:42])=[N:32][C:31]=1[C:43]([NH:19][C:14]1[CH:15]=[N:16][N:17]([CH3:18])[C:13]=1[CH:10]1[O:11][CH2:12][C:7]([CH3:22])([CH2:6][NH:5][C:3](=[O:4])[C:2]([F:24])([F:23])[F:1])[CH2:8][O:9]1)=[O:44]. (7) Given the reactants C([O:4][C@@H:5]1[C@H:9]([O:10]C(=O)C)[C@@H:8]([C:14]2[O:18][N:17]=[C:16]([Br:19])[CH:15]=2)[O:7][C@H:6]1[N:20]1[CH:28]=[N:27][C:26]2[C:21]1=[N:22][CH:23]=[N:24][C:25]=2[NH:29][C:30]1[CH:35]=[CH:34][C:33]([Cl:36])=[CH:32][C:31]=1[F:37])(=O)C.C(N)(C)(C)C, predict the reaction product. The product is: [Br:19][C:16]1[CH:15]=[C:14]([C@@H:8]2[C@@H:9]([OH:10])[C@@H:5]([OH:4])[C@H:6]([N:20]3[CH:28]=[N:27][C:26]4[C:21]3=[N:22][CH:23]=[N:24][C:25]=4[NH:29][C:30]3[CH:35]=[CH:34][C:33]([Cl:36])=[CH:32][C:31]=3[F:37])[O:7]2)[O:18][N:17]=1. (8) Given the reactants [CH2:1]([N:8]1[C:13](=[O:14])[C:12]2[CH:15]=[C:16]([C:18](O)=[O:19])[S:17][C:11]=2[N:10]([CH3:21])[C:9]1=[O:22])[C:2]1[CH:7]=[CH:6][CH:5]=[CH:4][CH:3]=1, predict the reaction product. The product is: [CH2:1]([NH:8][C:18]([C:16]1[S:17][C:11]2[N:10]([CH3:21])[C:9](=[O:22])[N:8]([CH2:1][C:2]3[CH:7]=[CH:6][CH:5]=[CH:4][CH:3]=3)[C:13](=[O:14])[C:12]=2[CH:15]=1)=[O:19])[C:2]1[CH:7]=[CH:6][CH:5]=[CH:4][CH:3]=1.